This data is from Peptide-MHC class II binding affinity with 134,281 pairs from IEDB. The task is: Regression. Given a peptide amino acid sequence and an MHC pseudo amino acid sequence, predict their binding affinity value. This is MHC class II binding data. (1) The peptide sequence is EKKYSAATQFEPLAA. The MHC is DRB1_1001 with pseudo-sequence DRB1_1001. The binding affinity (normalized) is 0.649. (2) The peptide sequence is EEQEDEIIGFGQELKNPQEE. The MHC is DRB1_0301 with pseudo-sequence DRB1_0301. The binding affinity (normalized) is 0.00974. (3) The peptide sequence is TRYYRITYGETGGNS. The MHC is DRB1_0101 with pseudo-sequence DRB1_0101. The binding affinity (normalized) is 0.631. (4) The peptide sequence is ECGGILQAYDLRDAP. The MHC is HLA-DPA10301-DPB10402 with pseudo-sequence HLA-DPA10301-DPB10402. The binding affinity (normalized) is 0.320. (5) The peptide sequence is ESRLVVDFSQFSRGN. The MHC is DRB1_0101 with pseudo-sequence DRB1_0101. The binding affinity (normalized) is 0.177. (6) The peptide sequence is LFGGLNWITKVIMGA. The MHC is DRB1_1302 with pseudo-sequence DRB1_1302. The binding affinity (normalized) is 0.182. (7) The peptide sequence is TGKLISLSAQNLVD. The MHC is DRB1_0101 with pseudo-sequence DRB1_0101. The binding affinity (normalized) is 0.733.